Predict the reactants needed to synthesize the given product. From a dataset of Full USPTO retrosynthesis dataset with 1.9M reactions from patents (1976-2016). (1) Given the product [CH:13]([N:12]1[C:11](=[O:26])[CH:10]2[N:9]([CH:28]([C:29]3[CH:34]=[CH:33][CH:32]=[CH:31][CH:30]=3)[C:35]3[CH:36]=[CH:37][CH:38]=[CH:39][CH:40]=3)[C:8](=[O:41])[CH:7]1[S:6][S:27]2)([C:20]1[CH:25]=[CH:24][CH:23]=[CH:22][CH:21]=1)[C:14]1[CH:15]=[CH:16][CH:17]=[CH:18][CH:19]=1, predict the reactants needed to synthesize it. The reactants are: S1C=CCS1.[SH:6][CH:7]1[N:12]([CH:13]([C:20]2[CH:25]=[CH:24][CH:23]=[CH:22][CH:21]=2)[C:14]2[CH:19]=[CH:18][CH:17]=[CH:16][CH:15]=2)[C:11](=[O:26])[CH:10]([SH:27])[N:9]([CH:28]([C:35]2[CH:40]=[CH:39][CH:38]=[CH:37][CH:36]=2)[C:29]2[CH:34]=[CH:33][CH:32]=[CH:31][CH:30]=2)[C:8]1=[O:41].II. (2) The reactants are: [CH3:1][O:2][C:3]1[CH:4]=[C:5]2[C:10](=[CH:11][C:12]=1[N+:13]([O-])=O)[CH2:9][N:8]([CH:16]1[CH2:21][CH2:20][N:19]([CH2:22][CH2:23][CH3:24])[CH2:18][CH2:17]1)[CH2:7][CH2:6]2.O.NN. Given the product [CH3:1][O:2][C:3]1[CH:4]=[C:5]2[C:10](=[CH:11][C:12]=1[NH2:13])[CH2:9][N:8]([CH:16]1[CH2:21][CH2:20][N:19]([CH2:22][CH2:23][CH3:24])[CH2:18][CH2:17]1)[CH2:7][CH2:6]2, predict the reactants needed to synthesize it. (3) Given the product [NH:1]1[C:9]2[CH2:8][CH:7]([C:10]([O:12][CH3:17])=[O:11])[CH2:6][CH2:5][C:4]=2[CH:3]=[N:2]1, predict the reactants needed to synthesize it. The reactants are: [NH:1]1[C:9]2[CH2:8][CH:7]([C:10]([OH:12])=[O:11])[CH2:6][CH2:5][C:4]=2[CH:3]=[N:2]1.S(Cl)(Cl)=O.[CH3:17]O. (4) Given the product [C:28]([O:27][C:25](=[O:26])[CH2:24][NH:21][CH2:20][C:8]([C:12]1[CH:17]=[C:16]([Br:18])[CH:15]=[CH:14][C:13]=1[F:19])([NH:7][C:6]([O:5][C:1]([CH3:4])([CH3:2])[CH3:3])=[O:22])[CH:9]([F:11])[F:10])([CH3:31])([CH3:30])[CH3:29], predict the reactants needed to synthesize it. The reactants are: [C:1]([O:5][C:6](=[O:22])[NH:7][C:8]([CH2:20][NH2:21])([C:12]1[CH:17]=[C:16]([Br:18])[CH:15]=[CH:14][C:13]=1[F:19])[CH:9]([F:11])[F:10])([CH3:4])([CH3:3])[CH3:2].Br[CH2:24][C:25]([O:27][C:28]([CH3:31])([CH3:30])[CH3:29])=[O:26].CCN(C(C)C)C(C)C. (5) Given the product [Cl:13][C:8]1[CH:7]=[CH:6][N:5]=[C:4]([CH3:10])[C:3]=1[O:2][CH3:1], predict the reactants needed to synthesize it. The reactants are: [CH3:1][O:2][C:3]1[C:8](=O)[CH:7]=[CH:6][NH:5][C:4]=1[CH3:10].P(Cl)(Cl)([Cl:13])=O. (6) Given the product [NH2:8][C:4]1[N:5]=[CH:6][N:7]=[C:2]([NH:15][C@H:16]([C:19]2[N:28]([CH:29]3[CH2:30][CH2:31]3)[C:27](=[O:32])[C:26]3[C:21](=[CH:22][CH:23]=[CH:24][C:25]=3[F:33])[N:20]=2)[CH2:17][CH3:18])[C:3]=1[C:9]1[O:10][C:11]([CH3:14])=[N:12][N:13]=1, predict the reactants needed to synthesize it. The reactants are: Cl[C:2]1[N:7]=[CH:6][N:5]=[C:4]([NH2:8])[C:3]=1[C:9]1[O:10][C:11]([CH3:14])=[N:12][N:13]=1.[NH2:15][C@H:16]([C:19]1[N:28]([CH:29]2[CH2:31][CH2:30]2)[C:27](=[O:32])[C:26]2[C:21](=[CH:22][CH:23]=[CH:24][C:25]=2[F:33])[N:20]=1)[CH2:17][CH3:18].CCN(C(C)C)C(C)C.CCOC(C)=O. (7) Given the product [NH2:1][C@@H:2]1[CH2:7][C:6]([CH2:8][N:9]2[CH2:14][CH2:13][CH2:12][C@H:11]([C:15]([OH:17])=[O:16])[CH2:10]2)=[CH:5][CH2:4][C@H:3]1[C:20]1[CH:25]=[CH:24][C:23]([Cl:26])=[CH:22][C:21]=1[Cl:27], predict the reactants needed to synthesize it. The reactants are: [NH2:1][C@@H:2]1[CH2:7][C:6]([CH2:8][N:9]2[CH2:14][CH2:13][CH2:12][C@H:11]([C:15]([O:17]CC)=[O:16])[CH2:10]2)=[CH:5][CH2:4][C@H:3]1[C:20]1[CH:25]=[CH:24][C:23]([Cl:26])=[CH:22][C:21]=1[Cl:27].[Li+].[OH-].Cl.